From a dataset of Full USPTO retrosynthesis dataset with 1.9M reactions from patents (1976-2016). Predict the reactants needed to synthesize the given product. (1) The reactants are: [Cl:1][C:2]1[C:3]([C:14]2[CH:19]=[C:18]([Cl:20])[CH:17]=[CH:16][C:15]=2[C:21]#[N:22])=[CH:4][C:5](=[O:13])[N:6]([CH:8]([CH3:12])[C:9]([OH:11])=O)[CH:7]=1.[F:23][C:24]([F:36])([F:35])[C:25]1[NH:29][C:28]2[CH:30]=[C:31]([NH2:34])[CH:32]=[CH:33][C:27]=2[N:26]=1. Given the product [Cl:1][C:2]1[C:3]([C:14]2[CH:19]=[C:18]([Cl:20])[CH:17]=[CH:16][C:15]=2[C:21]#[N:22])=[CH:4][C:5](=[O:13])[N:6]([CH:8]([CH3:12])[C:9]([NH:34][C:31]2[CH:32]=[CH:33][C:27]3[N:26]=[C:25]([C:24]([F:36])([F:35])[F:23])[NH:29][C:28]=3[CH:30]=2)=[O:11])[CH:7]=1, predict the reactants needed to synthesize it. (2) Given the product [CH:1]1([CH2:6][C@H:7]([C:11]2[CH:16]=[CH:15][C:14]([S:17][CH3:18])=[CH:13][CH:12]=2)[C:8]([NH:46][C:47]2[CH:52]=[N:51][CH:50]=[CH:49][N:48]=2)=[O:10])[CH2:2][CH2:3][CH2:4][CH2:5]1, predict the reactants needed to synthesize it. The reactants are: [CH:1]1([CH2:6][C@H:7]([C:11]2[CH:16]=[CH:15][C:14]([S:17][CH3:18])=[CH:13][CH:12]=2)[C:8]([OH:10])=O)[CH2:5][CH2:4][CH2:3][CH2:2]1.C1(P(C2C=CC=CC=2)C2C=CC=CC=2)C=CC=CC=1.BrN1C(=O)CCC1=O.[NH2:46][C:47]1[CH:52]=[N:51][CH:50]=[CH:49][N:48]=1. (3) Given the product [C:47]([O:46][C:44]([NH:43][CH2:17][CH2:18][N:4]1[C:5]([C:12]([O:14][CH2:15][CH3:16])=[O:13])=[C:6]([C:7]([O:9][CH2:10][CH3:11])=[O:8])[C:2]([I:1])=[N:3]1)=[O:45])([CH3:48])([CH3:49])[CH3:50], predict the reactants needed to synthesize it. The reactants are: [I:1][C:2]1[C:6]([C:7]([O:9][CH2:10][CH3:11])=[O:8])=[C:5]([C:12]([O:14][CH2:15][CH3:16])=[O:13])[NH:4][N:3]=1.[C:17]1(P(C2C=CC=CC=2)C2C=CC=CC=2)C=CC=C[CH:18]=1.[CH3:48][CH:47]([O:46][C:44](/[N:43]=[N:43]/[C:44]([O:46][CH:47]([CH3:49])[CH3:48])=[O:45])=[O:45])[CH3:49].[C:50](=O)(OCC(C(C)(C)C)O)N. (4) Given the product [Cl:1][C:2]1[N:3]=[C:4]([CH3:19])[C:5]2[CH:10]([CH3:11])[CH2:9][NH:8][C:6]=2[N:7]=1, predict the reactants needed to synthesize it. The reactants are: [Cl:1][C:2]1[N:3]=[C:4]([CH3:19])[C:5]2[CH:10]([CH3:11])[CH2:9][N:8](C(OC(C)(C)C)=O)[C:6]=2[N:7]=1.FC(F)(F)C(O)=O. (5) Given the product [Cl:1][C:2]1[CH:7]=[CH:6][C:5]([C:8]2[N:9]=[C:10]([N:28]3[CH:32]=[CH:31][N:30]=[C:29]3[CH3:33])[O:11][C:12]=2[CH2:13][CH2:14][CH2:15][O:16][C:17]2[CH:22]=[CH:21][C:20]([OH:36])=[CH:19][C:18]=2[CH3:27])=[CH:4][CH:3]=1, predict the reactants needed to synthesize it. The reactants are: [Cl:1][C:2]1[CH:7]=[CH:6][C:5]([C:8]2[N:9]=[C:10]([N:28]3[CH:32]=[CH:31][N:30]=[C:29]3[CH3:33])[O:11][C:12]=2[CH2:13][CH2:14][CH2:15][O:16][C:17]2[CH:22]=[CH:21][C:20](CC([O-])=O)=[CH:19][C:18]=2[CH3:27])=[CH:4][CH:3]=1.Cl.C[OH:36].